Dataset: NCI-60 drug combinations with 297,098 pairs across 59 cell lines. Task: Regression. Given two drug SMILES strings and cell line genomic features, predict the synergy score measuring deviation from expected non-interaction effect. (1) Synergy scores: CSS=11.1, Synergy_ZIP=-3.41, Synergy_Bliss=-2.47, Synergy_Loewe=2.69, Synergy_HSA=0.231. Drug 2: CC1=C2C(C(=O)C3(C(CC4C(C3C(C(C2(C)C)(CC1OC(=O)C(C(C5=CC=CC=C5)NC(=O)OC(C)(C)C)O)O)OC(=O)C6=CC=CC=C6)(CO4)OC(=O)C)O)C)O. Cell line: HCC-2998. Drug 1: CC(C)(C#N)C1=CC(=CC(=C1)CN2C=NC=N2)C(C)(C)C#N. (2) Synergy scores: CSS=68.8, Synergy_ZIP=3.47, Synergy_Bliss=3.29, Synergy_Loewe=4.33, Synergy_HSA=6.64. Drug 1: CC1OCC2C(O1)C(C(C(O2)OC3C4COC(=O)C4C(C5=CC6=C(C=C35)OCO6)C7=CC(=C(C(=C7)OC)O)OC)O)O. Drug 2: CC1CCC2CC(C(=CC=CC=CC(CC(C(=O)C(C(C(=CC(C(=O)CC(OC(=O)C3CCCCN3C(=O)C(=O)C1(O2)O)C(C)CC4CCC(C(C4)OC)OCCO)C)C)O)OC)C)C)C)OC. Cell line: CCRF-CEM. (3) Drug 1: C1=CC(=CC=C1CC(C(=O)O)N)N(CCCl)CCCl.Cl. Drug 2: C1=CC=C(C(=C1)C(C2=CC=C(C=C2)Cl)C(Cl)Cl)Cl. Cell line: SK-MEL-5. Synergy scores: CSS=15.0, Synergy_ZIP=-2.37, Synergy_Bliss=2.96, Synergy_Loewe=-2.41, Synergy_HSA=-2.37. (4) Drug 1: CCC(=C(C1=CC=CC=C1)C2=CC=C(C=C2)OCCN(C)C)C3=CC=CC=C3.C(C(=O)O)C(CC(=O)O)(C(=O)O)O. Drug 2: CC(C)CN1C=NC2=C1C3=CC=CC=C3N=C2N. Cell line: HCC-2998. Synergy scores: CSS=1.68, Synergy_ZIP=-4.16, Synergy_Bliss=-4.18, Synergy_Loewe=-10.6, Synergy_HSA=-9.28. (5) Drug 1: CS(=O)(=O)OCCCCOS(=O)(=O)C. Drug 2: CC1C(C(CC(O1)OC2CC(CC3=C2C(=C4C(=C3O)C(=O)C5=CC=CC=C5C4=O)O)(C(=O)C)O)N)O. Cell line: HCT116. Synergy scores: CSS=34.2, Synergy_ZIP=-1.33, Synergy_Bliss=-2.91, Synergy_Loewe=-32.0, Synergy_HSA=-1.91. (6) Drug 1: C1CCC(CC1)NC(=O)N(CCCl)N=O. Drug 2: N.N.Cl[Pt+2]Cl. Cell line: NCI/ADR-RES. Synergy scores: CSS=16.1, Synergy_ZIP=-3.13, Synergy_Bliss=0.938, Synergy_Loewe=-1.80, Synergy_HSA=-1.64. (7) Drug 1: CC12CCC(CC1=CCC3C2CCC4(C3CC=C4C5=CN=CC=C5)C)O. Drug 2: COCCOC1=C(C=C2C(=C1)C(=NC=N2)NC3=CC=CC(=C3)C#C)OCCOC.Cl. Cell line: KM12. Synergy scores: CSS=10.7, Synergy_ZIP=-4.02, Synergy_Bliss=2.75, Synergy_Loewe=-7.85, Synergy_HSA=0.346.